Dataset: Forward reaction prediction with 1.9M reactions from USPTO patents (1976-2016). Task: Predict the product of the given reaction. (1) Given the reactants [NH2:1][C:2]1[C:3]([C:8]([NH:11][C:12]2[CH:17]=[CH:16][CH:15]=[C:14]([F:18])[C:13]=2[F:19])=[N:9][NH2:10])=[N:4][CH:5]=[CH:6][N:7]=1.C1N=CN([C:25](N2C=NC=C2)=[O:26])C=1, predict the reaction product. The product is: [NH2:1][C:2]1[C:3]([C:8]2[N:11]([C:12]3[CH:17]=[CH:16][CH:15]=[C:14]([F:18])[C:13]=3[F:19])[C:25]([OH:26])=[N:10][N:9]=2)=[N:4][CH:5]=[CH:6][N:7]=1. (2) Given the reactants ClC(Cl)(Cl)COC([N:7]([CH2:13][C@@H:14]1[O:18][C:17](=[O:19])[N:16]([C:20]2[CH:25]=[CH:24][C:23]([N:26]3[CH:30]=[CH:29][N:28]=[CH:27]3)=[C:22]([F:31])[CH:21]=2)[CH2:15]1)[C:8]1[CH:12]=[CH:11][O:10][N:9]=1)=O, predict the reaction product. The product is: [O:10]1[CH:11]=[CH:12][C:8]([NH:7][CH2:13][C@@H:14]2[O:18][C:17](=[O:19])[N:16]([C:20]3[CH:25]=[CH:24][C:23]([N:26]4[CH:30]=[CH:29][N:28]=[CH:27]4)=[C:22]([F:31])[CH:21]=3)[CH2:15]2)=[N:9]1.